This data is from Forward reaction prediction with 1.9M reactions from USPTO patents (1976-2016). The task is: Predict the product of the given reaction. Given the reactants [Cl:1][C:2]1[C:7]([N+:8]([O-:10])=[O:9])=[CH:6][CH:5]=[CH:4][C:3]=1[CH2:11][OH:12].C1C=C[NH+]=CC=1.[O-][Cr](Cl)(=O)=O, predict the reaction product. The product is: [Cl:1][C:2]1[C:7]([N+:8]([O-:10])=[O:9])=[CH:6][CH:5]=[CH:4][C:3]=1[CH:11]=[O:12].